This data is from Peptide-MHC class I binding affinity with 185,985 pairs from IEDB/IMGT. The task is: Regression. Given a peptide amino acid sequence and an MHC pseudo amino acid sequence, predict their binding affinity value. This is MHC class I binding data. (1) The binding affinity (normalized) is 0.565. The MHC is HLA-A02:03 with pseudo-sequence HLA-A02:03. The peptide sequence is IMKDGREIV. (2) The binding affinity (normalized) is 0.0847. The MHC is HLA-A03:01 with pseudo-sequence HLA-A03:01. The peptide sequence is WTLAKPDFV. (3) The peptide sequence is HPDIVIYQY. The MHC is HLA-A31:01 with pseudo-sequence HLA-A31:01. The binding affinity (normalized) is 0.0397. (4) The peptide sequence is TLLVDLLWL. The binding affinity (normalized) is 0. The MHC is HLA-A31:01 with pseudo-sequence HLA-A31:01. (5) The peptide sequence is LASWIKYIQY. The MHC is Mamu-A02 with pseudo-sequence Mamu-A02. The binding affinity (normalized) is 0.732. (6) The binding affinity (normalized) is 0.654. The peptide sequence is VLLRKNGNK. The MHC is HLA-A03:01 with pseudo-sequence HLA-A03:01. (7) The peptide sequence is DQYKDLCHMH. The MHC is HLA-A11:01 with pseudo-sequence HLA-A11:01. The binding affinity (normalized) is 0. (8) The peptide sequence is KCMSAALKNL. The MHC is HLA-A02:06 with pseudo-sequence HLA-A02:06. The binding affinity (normalized) is 0.118.